This data is from Catalyst prediction with 721,799 reactions and 888 catalyst types from USPTO. The task is: Predict which catalyst facilitates the given reaction. (1) Reactant: C[O:2][C:3](=[O:12])[CH:4]=[CH:5][C:6]1[CH:11]=[CH:10][CH:9]=[CH:8][CH:7]=1.[OH-].[Na+]. Product: [C:3]([OH:12])(=[O:2])[CH:4]=[CH:5][C:6]1[CH:7]=[CH:8][CH:9]=[CH:10][CH:11]=1. The catalyst class is: 6. (2) Reactant: [OH:1][C:2]1[CH:17]=[CH:16][C:5]([C:6]([O:8][CH2:9][C:10]2[CH:15]=[CH:14][CH:13]=[CH:12][CH:11]=2)=[O:7])=[CH:4][CH:3]=1.[CH2:18](Br)[CH:19]=[CH2:20].C(=O)([O-])[O-].[K+].[K+]. Product: [CH2:20]([O:1][C:2]1[CH:17]=[CH:16][C:5]([C:6]([O:8][CH2:9][C:10]2[CH:15]=[CH:14][CH:13]=[CH:12][CH:11]=2)=[O:7])=[CH:4][CH:3]=1)[CH:19]=[CH2:18]. The catalyst class is: 21. (3) Reactant: [Br:1][C:2]1[CH:10]=[CH:9][C:5]([C:6]([OH:8])=[O:7])=[CH:4][CH:3]=1.O[N:12]1[C:16](=[O:17])[CH2:15][CH2:14][C:13]1=[O:18].C1(N=C=NC2CCCCC2)CCCCC1. Product: [C:13]1(=[O:18])[N:12]([O:7][C:6](=[O:8])[C:5]2[CH:9]=[CH:10][C:2]([Br:1])=[CH:3][CH:4]=2)[C:16](=[O:17])[CH2:15][CH2:14]1. The catalyst class is: 12. (4) Reactant: [H-].[Na+].[CH3:3][NH:4][C:5]1[N:9]([CH3:10])[C:8]([C:11]2[CH:12]=[N:13][CH:14]=[CH:15][CH:16]=2)=[N:7][N:6]=1.Cl[CH:18]([C:20]1[N:24]=[C:23]([C:25]2[CH:30]=[CH:29][CH:28]=[C:27]([Cl:31])[CH:26]=2)[O:22][N:21]=1)[CH3:19]. Product: [Cl:31][C:27]1[CH:26]=[C:25]([C:23]2[O:22][N:21]=[C:20]([CH:18]([N:4]([CH3:3])[C:5]3[N:9]([CH3:10])[C:8]([C:11]4[CH:12]=[N:13][CH:14]=[CH:15][CH:16]=4)=[N:7][N:6]=3)[CH3:19])[N:24]=2)[CH:30]=[CH:29][CH:28]=1. The catalyst class is: 163. (5) Reactant: [O:1]=C1C2(CCNC2=O)C2C(=CC=CC=2)[N:3]1C1CCN(C(OC(C)(C)C)=O)CC1.Cl.[NH:30]1[CH2:35][CH2:34][CH:33]([N:36]2[C:49]3[C:44](=[CH:45][CH:46]=[CH:47][CH:48]=3)[C:38]3([CH2:42][CH2:41][NH:40][C:39]3=[O:43])[C:37]2=[O:50])[CH2:32][CH2:31]1. Product: [OH-:1].[NH4+:3].[NH:30]1[CH2:31][CH2:32][CH:33]([N:36]2[C:49]3[C:44](=[CH:45][CH:46]=[CH:47][CH:48]=3)[C:38]3([CH2:42][CH2:41][NH:40][C:39]3=[O:43])[C:37]2=[O:50])[CH2:34][CH2:35]1. The catalyst class is: 5. (6) Reactant: [I:1][C:2]1[C:10]2[C:5](=[N:6][CH:7]=[N:8][C:9]=2[NH2:11])[NH:4][N:3]=1.F[C:13]1[CH:18]=[CH:17][C:16]([N+:19]([O-:21])=[O:20])=[CH:15][N:14]=1.C([O-])([O-])=O.[K+].[K+].O. Product: [I:1][C:2]1[C:10]2[C:5](=[N:6][CH:7]=[N:8][C:9]=2[NH2:11])[N:4]([C:13]2[CH:18]=[CH:17][C:16]([N+:19]([O-:21])=[O:20])=[CH:15][N:14]=2)[N:3]=1. The catalyst class is: 3.